Predict the reaction yield, written as a fraction of the theoretical maximum amount of product (1.0 means a 100% yield; for example, 0.34 means a 34% yield). From a dataset of Reaction yield outcomes from USPTO patents with 853,638 reactions. (1) The yield is 0.954. The reactants are [NH2:1][C:2]1[C:3]([OH:17])=[C:4]([C:8]2[CH:13]=[CH:12][CH:11]=[C:10]([C:14]([OH:16])=[O:15])[CH:9]=2)[CH:5]=[CH:6][CH:7]=1.Cl.N([O-])=O.[Na+].S(=O)(=O)(O)[NH2:24].[CH3:28][C:29]1[CH:30]=[C:31]([N:36]2[C:40]([OH:41])=[CH:39][C:38]([CH3:42])=[N:37]2)[CH:32]=[CH:33][C:34]=1[CH3:35]. The product is [CH3:35][C:34]1[CH:33]=[CH:32][C:31]([N:36]2[N:37]=[C:38]([CH3:42])/[C:39](=[N:24]/[NH:1][C:2]3[CH:7]=[CH:6][CH:5]=[C:4]([C:8]4[CH:13]=[CH:12][CH:11]=[C:10]([C:14]([OH:16])=[O:15])[CH:9]=4)[C:3]=3[OH:17])/[C:40]2=[O:41])=[CH:30][C:29]=1[CH3:28]. The catalyst is O.C(N(CC)CC)C.CO. (2) The reactants are [CH2:1]([N:6]=[C:7]=[O:8])[CH2:2][CH2:3][CH2:4][CH3:5].[Br:9][C:10]1[CH:11]=[C:12](CN)[CH:13]=[CH:14][CH:15]=1.[CH2:18]([N:20](CC)CC)C. The catalyst is ClCCl. The product is [Br:9][C:10]1[CH:11]=[C:12]([N:20]([CH3:18])[C:7]([NH:6][CH2:1][CH2:2][CH2:3][CH2:4][CH3:5])=[O:8])[CH:13]=[CH:14][CH:15]=1. The yield is 0.930. (3) The reactants are [C:1]1([OH:7])[CH:6]=[CH:5][CH:4]=[CH:3][CH:2]=1.[OH-].C([N+](CCCC)(CCCC)CCCC)CCC.I[CH2:27][CH2:28][CH2:29][CH2:30][CH2:31][CH2:32][O:33][C:34]1[C:43]2[C:38](=[CH:39][CH:40]=[CH:41][CH:42]=2)[C:37](=[O:44])[C:36](=[O:45])[CH:35]=1. The catalyst is CN(C=O)C. The product is [C:1]1([O:7][CH2:27][CH2:28][CH2:29][CH2:30][CH2:31][CH2:32][O:33][C:34]2[C:43]3[C:38](=[CH:39][CH:40]=[CH:41][CH:42]=3)[C:37](=[O:44])[C:36](=[O:45])[CH:35]=2)[CH:6]=[CH:5][CH:4]=[CH:3][CH:2]=1. The yield is 0.430. (4) The reactants are COC([C:5]1[CH:6]=[CH:7][C:8]2[O:12][C:11](C)=[CH:10][C:9]=2[CH:14]=1)=O.[CH2:15]([Mg]Br)[CH3:16]. The catalyst is C1COCC1. The product is [O:12]1[C:8]2[CH:7]=[CH:6][CH:5]=[C:14]([CH2:9][CH2:10][CH:11]([OH:12])[CH2:15][CH3:16])[C:9]=2[CH:10]=[CH:11]1. The yield is 0.660. (5) The reactants are Cl.[CH2:2]1[C:7]2([CH2:12][CH2:11][N:10]([C:13]([O:15][C:16]([CH3:19])([CH3:18])[CH3:17])=[O:14])[CH2:9][CH2:8]2)[CH2:6][NH:5][CH2:4][CH2:3]1.C(=O)([O-])[O-].[Cs+].[Cs+].Br[CH2:27][CH2:28][C:29]#[CH:30]. The catalyst is C(#N)C. The product is [CH2:30]([N:5]1[CH2:6][C:7]2([CH2:8][CH2:9][N:10]([C:13]([O:15][C:16]([CH3:19])([CH3:18])[CH3:17])=[O:14])[CH2:11][CH2:12]2)[CH2:2][CH2:3][CH2:4]1)[CH2:29][C:28]#[CH:27]. The yield is 0.720. (6) The reactants are [C:1]([NH:5][S:6]([C:9]1[CH:10]=[N:11][N:12]2[C:17]([NH:18][C:19]3[CH:24]=[C:23]([CH3:25])[CH:22]=[CH:21][C:20]=3[Cl:26])=[C:16]([C:27](OCC)=[O:28])[CH:15]=[N:14][C:13]=12)(=[O:8])=[O:7])([CH3:4])([CH3:3])[CH3:2].[F:32][C:33]1[CH:38]=[CH:37][C:36]([CH:39]2[CH2:44][CH2:43][NH:42][CH2:41][CH2:40]2)=[CH:35][CH:34]=1. No catalyst specified. The product is [C:1]([NH:5][S:6]([C:9]1[CH:10]=[N:11][N:12]2[C:17]([NH:18][C:19]3[CH:24]=[C:23]([CH3:25])[CH:22]=[CH:21][C:20]=3[Cl:26])=[C:16]([C:27]([N:42]3[CH2:43][CH2:44][CH:39]([C:36]4[CH:35]=[CH:34][C:33]([F:32])=[CH:38][CH:37]=4)[CH2:40][CH2:41]3)=[O:28])[CH:15]=[N:14][C:13]=12)(=[O:8])=[O:7])([CH3:4])([CH3:2])[CH3:3]. The yield is 0.410.